This data is from Forward reaction prediction with 1.9M reactions from USPTO patents (1976-2016). The task is: Predict the product of the given reaction. (1) Given the reactants [F:1][C:2]([F:8])([F:7])[CH2:3][CH2:4][CH2:5][OH:6].C(N([CH2:14][CH3:15])CC)C.CS(Cl)(=O)=O.CN1[CH2:26][CH2:25][CH2:24][C:23]1=O.[C:28](=[O:31])([O-])[O-:29].[K+].[K+].[OH-].[Na+].Cl, predict the reaction product. The product is: [F:1][C:2]([F:8])([F:7])[CH2:3][CH2:4][CH2:5][O:6][C:15]1[CH:14]=[CH:26][C:25]([C:28]([OH:29])=[O:31])=[CH:24][CH:23]=1. (2) Given the reactants [CH2:1]([O:8][C:9]1[C:17]([CH:18]([OH:22])[CH2:19][CH2:20][CH3:21])=[CH:16][CH:15]=[C:14]2[C:10]=1[CH:11]=[CH:12][N:13]2[CH3:23])[C:2]1[CH:7]=[CH:6][CH:5]=[CH:4][CH:3]=1.C[N+]1([O-])CCOCC1, predict the reaction product. The product is: [CH2:1]([O:8][C:9]1[C:17]([C:18](=[O:22])[CH2:19][CH2:20][CH3:21])=[CH:16][CH:15]=[C:14]2[C:10]=1[CH:11]=[CH:12][N:13]2[CH3:23])[C:2]1[CH:3]=[CH:4][CH:5]=[CH:6][CH:7]=1. (3) Given the reactants [CH:1]([O:4][C:5]1[N:10]=[C:9]([O:11][CH3:12])[CH:8]=[C:7]([O:13][CH3:14])[N:6]=1)([CH3:3])[CH3:2].P(Cl)(Cl)(Cl)=O.CN(C)[CH:22]=[O:23], predict the reaction product. The product is: [CH:1]([O:4][C:5]1[N:10]=[C:9]([O:11][CH3:12])[C:8]([CH:22]=[O:23])=[C:7]([O:13][CH3:14])[N:6]=1)([CH3:3])[CH3:2]. (4) Given the reactants [O:1]1[CH:5]=[CH:4][C:3]([C@H:6]([C:23]2[CH:28]=[CH:27][C:26]([O:29][CH2:30][C:31]3[S:32][C:33]([C:36]4[CH:41]=[CH:40][C:39]([C:42]([F:45])([F:44])[F:43])=[CH:38][CH:37]=4)=[CH:34][CH:35]=3)=[CH:25][CH:24]=2)[CH2:7][C:8](N2[C@@H](CC3C=CC=CC=3)COC2=O)=[O:9])=[N:2]1.OO.[Li+].[OH-].Cl.[C:51]([O-])([O-])=[O:52].[K+].[K+].IC, predict the reaction product. The product is: [O:1]1[CH:5]=[CH:4][C:3]([C@H:6]([C:23]2[CH:24]=[CH:25][C:26]([O:29][CH2:30][C:31]3[S:32][C:33]([C:36]4[CH:37]=[CH:38][C:39]([C:42]([F:45])([F:43])[F:44])=[CH:40][CH:41]=4)=[CH:34][CH:35]=3)=[CH:27][CH:28]=2)[CH2:7][C:8]([O:52][CH3:51])=[O:9])=[N:2]1. (5) Given the reactants [NH2:1][C:2]1[C:3]([C:9]([O:11]C)=[O:10])=[N:4][C:5](Br)=[CH:6][N:7]=1.[F:13][C:14]1[CH:15]=[C:16](B(O)O)[CH:17]=[CH:18][CH:19]=1.C([O-])([O-])=O.[K+].[K+], predict the reaction product. The product is: [NH2:1][C:2]1[C:3]([C:9]([OH:11])=[O:10])=[N:4][C:5]([C:18]2[CH:17]=[CH:16][CH:15]=[C:14]([F:13])[CH:19]=2)=[CH:6][N:7]=1. (6) Given the reactants [OH:1][CH2:2][C@H:3]1[CH2:8][N:7]([C:9]([O:11][C:12]([CH3:15])([CH3:14])[CH3:13])=[O:10])[CH2:6][CH2:5][N:4]1[C:16]([O:18][CH2:19][C:20]1[CH:25]=[CH:24][CH:23]=[CH:22][CH:21]=1)=[O:17].CC(OI1(OC(C)=O)(OC(C)=O)OC(=O)C2C=CC=CC1=2)=O.[OH-].[Ca+2].[OH-], predict the reaction product. The product is: [CH:2]([C@H:3]1[CH2:8][N:7]([C:9]([O:11][C:12]([CH3:15])([CH3:13])[CH3:14])=[O:10])[CH2:6][CH2:5][N:4]1[C:16]([O:18][CH2:19][C:20]1[CH:25]=[CH:24][CH:23]=[CH:22][CH:21]=1)=[O:17])=[O:1]. (7) Given the reactants [C:1](Cl)(=[O:4])[CH:2]=[CH2:3].[CH2:6]([C:8]([CH2:20][CH3:21])([C:10]12[CH2:19][CH:14]3[CH2:15][CH:16]([CH2:18][CH:12]([CH2:13]3)[CH2:11]1)[CH2:17]2)[OH:9])[CH3:7].C(N(CC)CC)C.O1CCCC1, predict the reaction product. The product is: [C:1]([O:9][C:8]([C:10]12[CH2:19][CH:14]3[CH2:15][CH:16]([CH2:18][CH:12]([CH2:13]3)[CH2:11]1)[CH2:17]2)([CH2:6][CH3:7])[CH2:20][CH3:21])(=[O:4])[CH:2]=[CH2:3].